Dataset: Forward reaction prediction with 1.9M reactions from USPTO patents (1976-2016). Task: Predict the product of the given reaction. (1) Given the reactants [CH2:1]([O:8][C:9]([NH:11][C@@H:12]([CH2:32][CH2:33]SC)[C:13]([NH:15][C@H:16]1[CH2:22][CH2:21][C@@H:20]2[CH2:23][C@H:17]1[C:18](=[O:31])[N:19]2[C:24]([O:26][C:27]([CH3:30])([CH3:29])[CH3:28])=[O:25])=[O:14])=[O:10])[C:2]1[CH:7]=[CH:6][CH:5]=[CH:4][CH:3]=1.C([O-])([O-])=O.[Cs+].[Cs+], predict the reaction product. The product is: [CH2:1]([O:8][C:9]([NH:11][C@H:12]1[CH2:32][CH2:33][N:15]([C@H:16]2[CH2:22][CH2:21][C@@H:20]3[CH2:23][C@H:17]2[C:18](=[O:31])[N:19]3[C:24]([O:26][C:27]([CH3:30])([CH3:29])[CH3:28])=[O:25])[C:13]1=[O:14])=[O:10])[C:2]1[CH:7]=[CH:6][CH:5]=[CH:4][CH:3]=1. (2) The product is: [C:1]([N:13]1[CH2:11][CH2:12][CH2:7][C@@H:8]1[CH2:9][C:10]#[N:15])(=[O:6])[C:2]([CH3:4])=[O:3]. Given the reactants [C:1]([OH:6])(=O)[C:2]([CH3:4])=[O:3].[CH:7]1[CH:8]=[CH:9][C:10]2[N:15](O)N=[N:13][C:11]=2[CH:12]=1.C(Cl)CCl.C(N(CC)CC)C, predict the reaction product. (3) The product is: [CH2:1]=[C:8]([CH2:9][CH2:10][CH2:11][CH2:12][CH3:13])[CH:7]=[O:14]. Given the reactants [C:1](O)(=O)C.C=O.[CH:7](=[O:14])[CH2:8][CH2:9][CH2:10][CH2:11][CH2:12][CH3:13], predict the reaction product. (4) Given the reactants Br[CH2:2][C:3]1[CH:8]=[CH:7][CH:6]=[C:5]([N+:9]([O-:11])=[O:10])[CH:4]=1.[OH:12][CH2:13][CH2:14][O:15][CH2:16][CH2:17][NH:18][C:19](=[O:25])[O:20][C:21]([CH3:24])([CH3:23])[CH3:22].[OH-].[K+].O, predict the reaction product. The product is: [N+:9]([C:5]1[CH:4]=[C:3]([CH:8]=[CH:7][CH:6]=1)[CH2:2][O:12][CH2:13][CH2:14][O:15][CH2:16][CH2:17][NH:18][C:19](=[O:25])[O:20][C:21]([CH3:23])([CH3:22])[CH3:24])([O-:11])=[O:10]. (5) Given the reactants [F-].C([N+](CCCC)(CCCC)CCCC)CCC.[CH3:19][O:20][C:21]1[CH:26]=[CH:25][C:24]([C:27]2[CH:35]=[C:34]3[C:30]([C:31]([NH:44][C:45](=[O:49])[CH2:46][CH2:47][CH3:48])=[N:32][N:33]3COCC[Si](C)(C)C)=[CH:29][CH:28]=2)=[CH:23][CH:22]=1.C(OCC)(=O)C, predict the reaction product. The product is: [CH3:19][O:20][C:21]1[CH:22]=[CH:23][C:24]([C:27]2[CH:35]=[C:34]3[C:30]([C:31]([NH:44][C:45](=[O:49])[CH2:46][CH2:47][CH3:48])=[N:32][NH:33]3)=[CH:29][CH:28]=2)=[CH:25][CH:26]=1.